From a dataset of Forward reaction prediction with 1.9M reactions from USPTO patents (1976-2016). Predict the product of the given reaction. (1) Given the reactants [C:1]([NH:6][CH:7]1[CH2:12][C:11]2[CH:13]=[CH:14][CH:15]=[C:16]([C:17]([OH:19])=[O:18])[C:10]=2[O:9][B:8]1[OH:20])(=[O:5])[CH2:2][CH2:3][CH3:4], predict the reaction product. The product is: [CH2:1]([O:18][C:17]([C:16]1[C:10]2[O:9][B:8]([OH:20])[C@@H:7]([NH:6][C:1](=[O:5])[CH2:2][CH2:3][CH3:4])[CH2:12][C:11]=2[CH:13]=[CH:14][CH:15]=1)=[O:19])[CH2:2][CH2:3][CH3:4]. (2) Given the reactants CN(C)[CH:3]=[O:4].P(Cl)(Cl)(Cl)=O.[CH2:11]([O:13][C:14]([C:16]1[C:20]([C:21]2[CH:26]=[CH:25][CH:24]=[CH:23][CH:22]=2)=[CH:19][NH:18][C:17]=1[CH2:27][CH2:28][NH:29][C:30]([O:32][C:33]([CH3:36])([CH3:35])[CH3:34])=[O:31])=[O:15])[CH3:12].[OH-].[Na+], predict the reaction product. The product is: [CH2:11]([O:13][C:14]([C:16]1[C:20]([C:21]2[CH:26]=[CH:25][CH:24]=[CH:23][CH:22]=2)=[C:19]([CH:3]=[O:4])[NH:18][C:17]=1[CH2:27][CH2:28][NH:29][C:30]([O:32][C:33]([CH3:35])([CH3:34])[CH3:36])=[O:31])=[O:15])[CH3:12]. (3) Given the reactants [NH2:1][C:2]1[CH:7]=[CH:6][C:5]([C:8]2[C:18]3[C:17](=[O:19])[N:16]([CH2:20][CH3:21])[CH2:15][C:14]([CH3:23])([CH3:22])[O:13][C:12]=3[N:11]=[C:10]([N:24]3[CH2:30][CH:29]4[O:31][CH:26]([CH2:27][CH2:28]4)[CH2:25]3)[N:9]=2)=[CH:4][C:3]=1[F:32].[C:33](Cl)(Cl)=[O:34].CCN(C(C)C)C(C)C.[OH:46][C:47]([CH3:51])([CH3:50])[CH2:48][NH2:49], predict the reaction product. The product is: [CH2:20]([N:16]1[CH2:15][C:14]([CH3:22])([CH3:23])[O:13][C:12]2[N:11]=[C:10]([N:24]3[CH2:25][CH:26]4[O:31][CH:29]([CH2:28][CH2:27]4)[CH2:30]3)[N:9]=[C:8]([C:5]3[CH:6]=[CH:7][C:2]([NH:1][C:33]([NH:49][CH2:48][C:47]([OH:46])([CH3:51])[CH3:50])=[O:34])=[C:3]([F:32])[CH:4]=3)[C:18]=2[C:17]1=[O:19])[CH3:21].